Dataset: Forward reaction prediction with 1.9M reactions from USPTO patents (1976-2016). Task: Predict the product of the given reaction. (1) Given the reactants [C:1]1([S:7]([CH2:10][C:11]2[C:16]([C:17]([O:19][CH2:20][CH3:21])=[O:18])=[C:15]([O:22][CH3:23])[C:14](Br)=[CH:13][CH:12]=2)(=[O:9])=[O:8])[CH:6]=[CH:5][CH:4]=[CH:3][CH:2]=1.C(Cl)Cl.[Br-].[CH2:29]([Zn+])[CH2:30][CH3:31], predict the reaction product. The product is: [C:1]1([S:7]([CH2:10][C:11]2[C:16]([C:17]([O:19][CH2:20][CH3:21])=[O:18])=[C:15]([O:22][CH3:23])[C:14]([CH2:29][CH2:30][CH3:31])=[CH:13][CH:12]=2)(=[O:9])=[O:8])[CH:6]=[CH:5][CH:4]=[CH:3][CH:2]=1. (2) The product is: [C:3]([C:5]1[S:6][CH:7]=[C:8]2[C:13]=1[C:12](=[O:14])[N:11]([C:15]1[CH:20]=[C:19]([S:21]([N:24]3[C:33]4[C:28](=[CH:29][CH:30]=[CH:31][CH:32]=4)[CH2:27][CH2:26][CH2:25]3)(=[O:22])=[O:23])[CH:18]=[CH:17][C:16]=1[Cl:34])[C:10](=[O:35])[NH:9]2)([OH:4])=[O:2]. Given the reactants C[O:2][C:3]([C:5]1[S:6][CH:7]=[C:8]2[C:13]=1[C:12](=[O:14])[N:11]([C:15]1[CH:20]=[C:19]([S:21]([N:24]3[C:33]4[C:28](=[CH:29][CH:30]=[CH:31][CH:32]=4)[CH2:27][CH2:26][CH2:25]3)(=[O:23])=[O:22])[CH:18]=[CH:17][C:16]=1[Cl:34])[C:10](=[O:35])[NH:9]2)=[O:4].O1CCCC1.O.[OH-].[Li+].Cl, predict the reaction product. (3) The product is: [F:1][C:2]([F:16])([F:17])[C:3]1[CH:4]=[C:5]([N:13]2[C:14](=[O:15])[NH:24][N:23]=[N:22]2)[CH:6]=[C:7]([C:9]([F:12])([F:10])[F:11])[CH:8]=1. Given the reactants [F:1][C:2]([F:17])([F:16])[C:3]1[CH:4]=[C:5]([N:13]=[C:14]=[O:15])[CH:6]=[C:7]([C:9]([F:12])([F:11])[F:10])[CH:8]=1.C[Si]([N:22]=[N+:23]=[N-:24])(C)C, predict the reaction product. (4) Given the reactants [NH2:1][C:2]1[CH:7]=[C:6]([F:8])[CH:5]=[CH:4][C:3]=1[OH:9].[F:10][C:11]1[CH:19]=[CH:18][C:17]([N+:20]([O-:22])=[O:21])=[CH:16][C:12]=1[C:13](Cl)=[O:14], predict the reaction product. The product is: [OH:9][C:3]1[CH:4]=[CH:5][C:6]([F:8])=[CH:7][C:2]=1[NH:1][C:13](=[O:14])[C:12]1[CH:16]=[C:17]([N+:20]([O-:22])=[O:21])[CH:18]=[CH:19][C:11]=1[F:10]. (5) Given the reactants [CH:1]12[CH2:7][CH:4]([CH:5]=[CH:6]1)[C:3](=O)[NH:2]2.[N:9]1[O:10][N:11]=[C:12]2[CH:17]=[C:16]([C:18](Cl)=[O:19])[CH:15]=[CH:14][C:13]=12.O.S(=O)(=O)(O)O, predict the reaction product. The product is: [CH:1]12[CH2:7][CH:4]([CH2:5][CH2:6]1)[CH2:3][N:2]2[C:18]([C:16]1[CH:15]=[CH:14][C:13]2=[N:9][O:10][N:11]=[C:12]2[CH:17]=1)=[O:19]. (6) Given the reactants B(Br)(Br)Br.C[O:6][C:7]1[CH:8]=[C:9]2[C:14](=[CH:15][CH:16]=1)[C:13]([C:17]([C:19]1[CH:24]=[CH:23][C:22]([O:25][CH2:26][CH2:27][N:28]3[CH2:33][CH2:32][CH2:31][CH2:30][CH2:29]3)=[CH:21][CH:20]=1)=[O:18])=[C:12]([CH2:34][C:35]1[CH:40]=[CH:39][CH:38]=[CH:37][C:36]=1[O:41]C)[CH:11]=[CH:10]2, predict the reaction product. The product is: [OH:6][C:7]1[CH:8]=[C:9]2[C:14](=[CH:15][CH:16]=1)[C:13]([C:17]([C:19]1[CH:20]=[CH:21][C:22]([O:25][CH2:26][CH2:27][N:28]3[CH2:29][CH2:30][CH2:31][CH2:32][CH2:33]3)=[CH:23][CH:24]=1)=[O:18])=[C:12]([CH2:34][C:35]1[CH:40]=[CH:39][CH:38]=[CH:37][C:36]=1[OH:41])[CH:11]=[CH:10]2. (7) Given the reactants [N:1]1([S:7]([C:10]2[C:18]3[C:13](=[CH:14][CH:15]=[C:16]([CH:19]=C)[CH:17]=3)[NH:12][C:11]=2[C:21]([NH2:23])=[O:22])(=[O:9])=[O:8])[CH2:6][CH2:5][O:4][CH2:3][CH2:2]1.I([O-])(=O)(=O)=[O:25].[Na+].O.C([O-])(O)=O.[Na+], predict the reaction product. The product is: [CH:19]([C:16]1[CH:17]=[C:18]2[C:13](=[CH:14][CH:15]=1)[NH:12][C:11]([C:21]([NH2:23])=[O:22])=[C:10]2[S:7]([N:1]1[CH2:2][CH2:3][O:4][CH2:5][CH2:6]1)(=[O:8])=[O:9])=[O:25]. (8) Given the reactants [Br:1][C:2]1[NH:11][C:5]2[N:6]=[CH:7][N:8]=[C:9]([Cl:10])[C:4]=2[CH:3]=1.[H-].[Na+].[CH3:14]I, predict the reaction product. The product is: [Br:1][C:2]1[N:11]([CH3:14])[C:5]2[N:6]=[CH:7][N:8]=[C:9]([Cl:10])[C:4]=2[CH:3]=1. (9) The product is: [Br:24][C:25]1[CH:30]=[CH:29][C:28]([O:31][CH2:32][CH2:33][O:34][CH3:35])=[CH:27][C:26]=1[CH2:36][CH2:22][C:21]([O:20][C:16]([CH3:19])([CH3:18])[CH3:17])=[O:23]. Given the reactants C(NC1CCCCC1)(C)C.[Li]CCCC.[C:16]([O:20][C:21](=[O:23])[CH3:22])([CH3:19])([CH3:18])[CH3:17].[Br:24][C:25]1[CH:30]=[CH:29][C:28]([O:31][CH2:32][CH2:33][O:34][CH3:35])=[CH:27][C:26]=1[CH2:36]Br, predict the reaction product.